From a dataset of Forward reaction prediction with 1.9M reactions from USPTO patents (1976-2016). Predict the product of the given reaction. (1) Given the reactants C(Cl)(=O)C(Cl)=O.CS(C)=O.[C:11]([O:15][C:16]([N:18]1[CH2:22][CH2:21][CH:20]([O:23][Si:24]([C:27]([CH3:30])([CH3:29])[CH3:28])([CH3:26])[CH3:25])[CH:19]1[CH2:31][OH:32])=[O:17])([CH3:14])([CH3:13])[CH3:12], predict the reaction product. The product is: [C:11]([O:15][C:16]([N:18]1[CH2:22][CH2:21][CH:20]([O:23][Si:24]([C:27]([CH3:30])([CH3:29])[CH3:28])([CH3:26])[CH3:25])[CH:19]1[CH:31]=[O:32])=[O:17])([CH3:14])([CH3:13])[CH3:12]. (2) Given the reactants [F:1][C:2]1[CH:10]=[CH:9][CH:8]=[C:7]2[C:3]=1[CH:4]=[N:5][NH:6]2.[Br:11]Br.S(=O)(O)[O-].[Na+], predict the reaction product. The product is: [Br:11][C:4]1[C:3]2[C:7](=[CH:8][CH:9]=[CH:10][C:2]=2[F:1])[NH:6][N:5]=1. (3) Given the reactants [F:1][C:2]1[CH:7]=[CH:6][CH:5]=[CH:4][C:3]=1[SH:8].[CH2:9]([O:11][CH:12]([O:15][CH2:16][CH3:17])[CH2:13]Br)[CH3:10].C([O-])([O-])=O.[Cs+].[Cs+], predict the reaction product. The product is: [CH2:9]([O:11][CH:12]([O:15][CH2:16][CH3:17])[CH2:13][S:8][C:3]1[CH:4]=[CH:5][CH:6]=[CH:7][C:2]=1[F:1])[CH3:10].